This data is from Full USPTO retrosynthesis dataset with 1.9M reactions from patents (1976-2016). The task is: Predict the reactants needed to synthesize the given product. (1) Given the product [Cl:21][C:5]1[N:6]=[C:7]([C:9]([O:11][CH2:12][CH3:13])=[O:10])[NH:8][C:4]=1[CH:2]([CH3:1])[CH3:3], predict the reactants needed to synthesize it. The reactants are: [CH3:1][CH:2]([C:4]1[NH:8][C:7]([C:9]([O:11][CH2:12][CH3:13])=[O:10])=[N:6][CH:5]=1)[CH3:3].C1C(=O)N([Cl:21])C(=O)C1. (2) Given the product [CH:1]([CH:4]1[C:9](=[O:10])[NH:8][C:7]2[CH:11]=[C:12]([O:36][CH3:37])[CH:13]=[C:14]([C:15]3[C:16]4[CH:25]=[CH:24][NH:23][C:17]=4[C:18](=[O:22])[N:19]([CH3:21])[CH:20]=3)[C:6]=2[O:5]1)([CH3:3])[CH3:2], predict the reactants needed to synthesize it. The reactants are: [CH:1]([CH:4]1[C:9](=[O:10])[NH:8][C:7]2[CH:11]=[C:12]([O:36][CH3:37])[CH:13]=[C:14]([C:15]3[C:16]4[CH:25]=[CH:24][N:23](S(C5C=CC(C)=CC=5)(=O)=O)[C:17]=4[C:18](=[O:22])[N:19]([CH3:21])[CH:20]=3)[C:6]=2[O:5]1)([CH3:3])[CH3:2].C(O)(C(F)(F)F)=O.